Dataset: Forward reaction prediction with 1.9M reactions from USPTO patents (1976-2016). Task: Predict the product of the given reaction. (1) Given the reactants C1N(CCO)CCN(CCS(O)(=O)=O)C1.[CH:16]1[N:17]=[C:18]([NH2:59])[C:19]2[N:24]=[CH:23][N:22]([C@@H:25]3[O:29][C@H:28]([CH2:30][O:31][P:32]([O:35][P:36]([O:39][CH2:40][C@H:41]4[O:45][C@@H:44]([N:46]5[CH:51]=[C:50]([C:52]([NH2:54])=[O:53])[CH2:49][CH:48]=[CH:47]5)[C@H:43]([OH:55])[C@@H:42]4[OH:56])([OH:38])=[O:37])([OH:34])=[O:33])[C@@H:27]([OH:57])[C@H:26]3[OH:58])[C:20]=2[N:21]=1.[CH:60]1[CH:65]=[N+:64]([C@@H:66]2[O:70][C@H:69]([CH2:71][O:72][P:73]([O:76][P:77]([O:80][CH2:81][C@H:82]3[O:86][C@@H:85]([N:87]4[C:91]5[N:92]=[CH:93][N:94]=[C:95]([NH2:96])[C:90]=5[N:89]=[CH:88]4)[C@H:84]([OH:97])[C@@H:83]3[OH:98])([OH:79])=[O:78])([OH:75])=[O:74])[C@@H:68]([OH:99])[C@H:67]2[OH:100])[CH:63]=[C:62]([C:101]([NH2:103])=[O:102])[CH:61]=1.[C:104]([S:109][CH2:110][CH2:111][NH:112][C:113](=[O:156])[CH2:114][CH2:115][NH:116][C:117](=[O:155])[C@H:118]([OH:154])[C:119]([CH3:153])([CH3:152])[CH2:120][O:121][P:122]([OH:151])(=[O:150])[O:123][P:124]([OH:149])(=[O:148])[O:125][CH2:126][C@H:127]1[O:131][C@@H:130]([N:132]2[C:141]3[N:140]=[CH:139][N:138]=[C:136]([NH2:137])[C:135]=3[N:134]=[CH:133]2)[C@H:129]([OH:142])[C@@H:128]1[O:143][P:144]([OH:147])([OH:146])=[O:145])(=[O:108])/[CH:105]=[CH:106]/[CH3:107], predict the reaction product. The product is: [CH:16]1[N:17]=[C:18]([NH2:59])[C:19]2[N:24]=[CH:23][N:22]([C@@H:25]3[O:29][C@H:28]([CH2:30][O:31][P:32]([O:35][P:36]([O:39][CH2:40][C@H:41]4[O:45][C@@H:44]([N:46]5[CH:51]=[C:50]([C:52]([NH2:54])=[O:53])[CH2:49][CH:48]=[CH:47]5)[C@H:43]([OH:55])[C@@H:42]4[OH:56])([OH:38])=[O:37])([OH:34])=[O:33])[C@@H:27]([OH:57])[C@H:26]3[OH:58])[C:20]=2[N:21]=1.[CH:60]1[CH:65]=[N+:64]([C@@H:66]2[O:70][C@H:69]([CH2:71][O:72][P:73]([O:76][P:77]([O:80][CH2:81][C@H:82]3[O:86][C@@H:85]([N:87]4[C:91]5[N:92]=[CH:93][N:94]=[C:95]([NH2:96])[C:90]=5[N:89]=[CH:88]4)[C@H:84]([OH:97])[C@@H:83]3[OH:98])([OH:79])=[O:78])([OH:75])=[O:74])[C@@H:68]([OH:99])[C@H:67]2[OH:100])[CH:63]=[C:62]([C:101]([NH2:103])=[O:102])[CH:61]=1.[C:104]([S:109][CH2:110][CH2:111][NH:112][C:113](=[O:156])[CH2:114][CH2:115][NH:116][C:117](=[O:155])[C@H:118]([OH:154])[C:119]([CH3:152])([CH3:153])[CH2:120][O:121][P:122]([OH:151])(=[O:150])[O:123][P:124]([OH:149])(=[O:148])[O:125][CH2:126][C@H:127]1[O:131][C@@H:130]([N:132]2[C:141]3[N:140]=[CH:139][N:138]=[C:136]([NH2:137])[C:135]=3[N:134]=[CH:133]2)[C@H:129]([OH:142])[C@@H:128]1[O:143][P:144]([OH:147])([OH:146])=[O:145])(=[O:108])/[CH:105]=[CH:106]/[CH3:107]. (2) Given the reactants [NH2:1][C@H:2]([C:7]([OH:9])=[O:8])[CH2:3][C:4](=[O:6])[NH2:5].[CH:10](=O)[CH2:11][CH2:12][CH2:13][CH2:14][CH2:15][CH2:16][CH2:17][CH2:18][CH2:19][CH2:20][CH2:21][CH2:22][CH2:23][CH2:24][CH2:25][CH2:26][CH3:27].[C:29](Cl)(=[O:41])[CH2:30][CH2:31][CH2:32][CH2:33][CH2:34][CH2:35][CH2:36][CH2:37][CH2:38][CH2:39][CH3:40], predict the reaction product. The product is: [C:29]([N:1]1[CH:2]([C:7]([OH:9])=[O:8])[CH2:3][C:4](=[O:6])[NH:5][CH:10]1[CH2:11][CH2:12][CH2:13][CH2:14][CH2:15][CH2:16][CH2:17][CH2:18][CH2:19][CH2:20][CH2:21][CH2:22][CH2:23][CH2:24][CH2:25][CH2:26][CH3:27])(=[O:41])[CH2:30][CH2:31][CH2:32][CH2:33][CH2:34][CH2:35][CH2:36][CH2:37][CH2:38][CH2:39][CH3:40]. (3) Given the reactants [CH3:1][C:2]1[CH:3]=[CH:4][C:5]([OH:24])=[C:6]([C@@H:8]([C:18]2[CH:19]=[CH:20][CH:21]=[CH:22][CH:23]=2)[CH2:9][CH2:10][N:11]([CH:15]([CH3:17])[CH3:16])[CH:12]([CH3:14])[CH3:13])[CH:7]=1.C[I:26].[C:27](#N)C, predict the reaction product. The product is: [I-:26].[OH:24][C:5]1[CH:4]=[CH:3][C:2]([CH3:1])=[CH:7][C:6]=1[C@@H:8]([C:18]1[CH:19]=[CH:20][CH:21]=[CH:22][CH:23]=1)[CH2:9][CH2:10][N+:11]([CH:12]([CH3:13])[CH3:14])([CH:15]([CH3:17])[CH3:16])[CH3:27]. (4) Given the reactants [C:1]1([S:7]([N:10]2[CH:14]=[C:13]([CH:15]=[CH:16][C:17]3[CH:22]=[CH:21][CH:20]=[C:19]([F:23])[CH:18]=3)[C:12]([C:24]3[CH:25]=[N:26][CH:27]=[CH:28][CH:29]=3)=[N:11]2)(=[O:9])=[O:8])[CH:6]=[CH:5][CH:4]=[CH:3][CH:2]=1.[OH-].[K+].NN.O, predict the reaction product. The product is: [F:23][C:19]1[CH:18]=[C:17]([CH:16]=[CH:15][C:13]2[C:12]([C:24]3[CH:25]=[N:26][CH:27]=[CH:28][CH:29]=3)=[N:11][NH:10][CH:14]=2)[CH:22]=[CH:21][CH:20]=1.[C:1]1([S:7]([N:10]2[CH:14]=[C:13]([CH:15]=[CH:16][C:17]3[CH:22]=[CH:21][CH:20]=[C:19]([F:23])[CH:18]=3)[C:12]([C:24]3[CH:25]=[N:26][CH:27]=[CH:28][CH:29]=3)=[N:11]2)(=[O:8])=[O:9])[CH:2]=[CH:3][CH:4]=[CH:5][CH:6]=1. (5) Given the reactants [OH:1][C:2]1[C:3]2[C:4]3[N:15]=[CH:14][S:13][C:5]=3[NH:6][C:7](=[O:12])[C:8]=2[CH:9]=[CH:10][CH:11]=1.[Cl-:16].[CH3:17][N+:18]([CH3:20])=[CH2:19], predict the reaction product. The product is: [ClH:16].[CH3:17][N:18]([CH2:20][C:14]1[S:13][C:5]2[NH:6][C:7](=[O:12])[C:8]3[CH:9]=[CH:10][CH:11]=[C:2]([OH:1])[C:3]=3[C:4]=2[N:15]=1)[CH3:19]. (6) Given the reactants [CH3:1][O:2][CH:3]1[CH2:26][NH:25][C:6]2=[N:7][C:8]([C:18]3[CH:23]=[CH:22][C:21]([CH3:24])=[CH:20][CH:19]=3)=[C:9]([C:11]3[CH:16]=[CH:15][C:14]([CH3:17])=[CH:13][CH:12]=3)[N:10]=[C:5]2[CH2:4]1.CCN(C(C)C)C(C)C.O=[CH:37][CH2:38][CH2:39][CH2:40][CH2:41][CH2:42][C:43]([O:45][CH2:46][CH3:47])=[O:44].C(O[BH-](OC(=O)C)OC(=O)C)(=O)C.[Na+], predict the reaction product. The product is: [CH3:1][O:2][CH:3]1[CH2:26][N:25]([CH2:37][CH2:38][CH2:39][CH2:40][CH2:41][CH2:42][C:43]([O:45][CH2:46][CH3:47])=[O:44])[C:6]2=[N:7][C:8]([C:18]3[CH:23]=[CH:22][C:21]([CH3:24])=[CH:20][CH:19]=3)=[C:9]([C:11]3[CH:12]=[CH:13][C:14]([CH3:17])=[CH:15][CH:16]=3)[N:10]=[C:5]2[CH2:4]1. (7) Given the reactants [CH3:1][O:2][C:3]1[CH:8]=[CH:7][C:6]([N+:9]([O-:11])=[O:10])=[CH:5][C:4]=1[OH:12].[CH2:13](Br)[C:14]1[CH:19]=[CH:18][CH:17]=[CH:16][CH:15]=1.C(=O)([O-])[O-].[Cs+].[Cs+], predict the reaction product. The product is: [CH2:13]([O:12][C:4]1[CH:5]=[C:6]([N+:9]([O-:11])=[O:10])[CH:7]=[CH:8][C:3]=1[O:2][CH3:1])[C:14]1[CH:19]=[CH:18][CH:17]=[CH:16][CH:15]=1. (8) Given the reactants [F:1][CH:2]([F:11])[C:3]([C:5]1[CH:10]=[CH:9][CH:8]=[CH:7][CH:6]=1)=[O:4].Br[C:13]1[CH:18]=[CH:17][C:16]([C:19](=[O:26])[C:20]2[CH:25]=[CH:24][CH:23]=[CH:22][CH:21]=2)=[CH:15][CH:14]=1, predict the reaction product. The product is: [C:19]([C:20]1[CH:25]=[CH:24][C:23]([C:2]([F:11])([F:1])[C:3]([C:5]2[CH:6]=[CH:7][CH:8]=[CH:9][CH:10]=2)=[O:4])=[CH:22][CH:21]=1)(=[O:26])[C:16]1[CH:17]=[CH:18][CH:13]=[CH:14][CH:15]=1.